Dataset: NCI-60 drug combinations with 297,098 pairs across 59 cell lines. Task: Regression. Given two drug SMILES strings and cell line genomic features, predict the synergy score measuring deviation from expected non-interaction effect. (1) Drug 1: C1CN1C2=NC(=NC(=N2)N3CC3)N4CC4. Drug 2: CC1C(C(CC(O1)OC2CC(CC3=C2C(=C4C(=C3O)C(=O)C5=C(C4=O)C(=CC=C5)OC)O)(C(=O)CO)O)N)O.Cl. Cell line: SR. Synergy scores: CSS=67.6, Synergy_ZIP=-5.14, Synergy_Bliss=-5.60, Synergy_Loewe=-1.14, Synergy_HSA=1.24. (2) Drug 1: CCCS(=O)(=O)NC1=C(C(=C(C=C1)F)C(=O)C2=CNC3=C2C=C(C=N3)C4=CC=C(C=C4)Cl)F. Drug 2: CC1=C2C(C(=O)C3(C(CC4C(C3C(C(C2(C)C)(CC1OC(=O)C(C(C5=CC=CC=C5)NC(=O)OC(C)(C)C)O)O)OC(=O)C6=CC=CC=C6)(CO4)OC(=O)C)O)C)O. Cell line: OVCAR-8. Synergy scores: CSS=38.2, Synergy_ZIP=2.54, Synergy_Bliss=2.29, Synergy_Loewe=-46.5, Synergy_HSA=0.455. (3) Drug 1: CC12CCC(CC1=CCC3C2CCC4(C3CC=C4C5=CN=CC=C5)C)O. Drug 2: CC(C)CN1C=NC2=C1C3=CC=CC=C3N=C2N. Cell line: MOLT-4. Synergy scores: CSS=-3.08, Synergy_ZIP=-0.603, Synergy_Bliss=-3.91, Synergy_Loewe=-6.78, Synergy_HSA=-6.54. (4) Drug 1: CC1=CC2C(CCC3(C2CCC3(C(=O)C)OC(=O)C)C)C4(C1=CC(=O)CC4)C. Drug 2: C1C(C(OC1N2C=C(C(=O)NC2=O)F)CO)O. Cell line: T-47D. Synergy scores: CSS=10.7, Synergy_ZIP=-2.85, Synergy_Bliss=1.64, Synergy_Loewe=2.28, Synergy_HSA=2.40. (5) Cell line: MCF7. Drug 2: C1CN(P(=O)(OC1)NCCCl)CCCl. Synergy scores: CSS=27.2, Synergy_ZIP=-1.33, Synergy_Bliss=-5.47, Synergy_Loewe=-43.6, Synergy_HSA=-5.60. Drug 1: CCC1=CC2CC(C3=C(CN(C2)C1)C4=CC=CC=C4N3)(C5=C(C=C6C(=C5)C78CCN9C7C(C=CC9)(C(C(C8N6C)(C(=O)OC)O)OC(=O)C)CC)OC)C(=O)OC.C(C(C(=O)O)O)(C(=O)O)O. (6) Drug 2: COCCOC1=C(C=C2C(=C1)C(=NC=N2)NC3=CC=CC(=C3)C#C)OCCOC.Cl. Synergy scores: CSS=17.1, Synergy_ZIP=-3.90, Synergy_Bliss=-2.02, Synergy_Loewe=1.24, Synergy_HSA=1.83. Cell line: PC-3. Drug 1: C1C(C(OC1N2C=NC(=NC2=O)N)CO)O. (7) Drug 1: CC(C)NC(=O)C1=CC=C(C=C1)CNNC.Cl. Drug 2: C1CCC(C(C1)N)N.C(=O)(C(=O)[O-])[O-].[Pt+4]. Cell line: OVCAR-4. Synergy scores: CSS=3.45, Synergy_ZIP=-0.529, Synergy_Bliss=3.72, Synergy_Loewe=-5.70, Synergy_HSA=0.0367. (8) Drug 1: CC1OCC2C(O1)C(C(C(O2)OC3C4COC(=O)C4C(C5=CC6=C(C=C35)OCO6)C7=CC(=C(C(=C7)OC)O)OC)O)O. Drug 2: COC1=NC(=NC2=C1N=CN2C3C(C(C(O3)CO)O)O)N. Cell line: U251. Synergy scores: CSS=52.2, Synergy_ZIP=2.08, Synergy_Bliss=4.14, Synergy_Loewe=-37.5, Synergy_HSA=1.60. (9) Drug 1: C1=NC2=C(N=C(N=C2N1C3C(C(C(O3)CO)O)O)F)N. Drug 2: CC12CCC3C(C1CCC2OP(=O)(O)O)CCC4=C3C=CC(=C4)OC(=O)N(CCCl)CCCl.[Na+]. Cell line: UO-31. Synergy scores: CSS=27.0, Synergy_ZIP=-12.7, Synergy_Bliss=-16.0, Synergy_Loewe=-8.16, Synergy_HSA=-10.8. (10) Drug 1: C1=CC=C(C=C1)NC(=O)CCCCCCC(=O)NO. Drug 2: COCCOC1=C(C=C2C(=C1)C(=NC=N2)NC3=CC=CC(=C3)C#C)OCCOC.Cl. Cell line: U251. Synergy scores: CSS=6.76, Synergy_ZIP=-6.08, Synergy_Bliss=-3.15, Synergy_Loewe=-17.8, Synergy_HSA=-4.83.